Dataset: TCR-epitope binding with 47,182 pairs between 192 epitopes and 23,139 TCRs. Task: Binary Classification. Given a T-cell receptor sequence (or CDR3 region) and an epitope sequence, predict whether binding occurs between them. The epitope is ARMILMTHF. The TCR CDR3 sequence is CASSPYGGSNTGELFF. Result: 1 (the TCR binds to the epitope).